This data is from Full USPTO retrosynthesis dataset with 1.9M reactions from patents (1976-2016). The task is: Predict the reactants needed to synthesize the given product. (1) Given the product [CH3:1][C:2]1[N:3]([C:20]([O:22][C:23]([CH3:26])([CH3:25])[CH3:24])=[O:21])[N:4]=[C:5]2[C:14]3[CH:13]=[C:12]4[CH2:15][CH2:16][CH2:17][CH2:18][C:11]4=[CH:10][C:9]=3[N:8]([CH2:33][CH:35]3[CH2:36][O:37]3)[C:7](=[O:19])[C:6]=12, predict the reactants needed to synthesize it. The reactants are: [CH3:1][C:2]1[N:3]([C:20]([O:22][C:23]([CH3:26])([CH3:25])[CH3:24])=[O:21])[N:4]=[C:5]2[C:14]3[CH:13]=[C:12]4[CH2:15][CH2:16][CH2:17][CH2:18][C:11]4=[CH:10][C:9]=3[NH:8][C:7](=[O:19])[C:6]=12.C(=O)([O-])[O-].[Cs+].[Cs+].[CH2:33]([CH:35]1[O:37][CH2:36]1)Br. (2) Given the product [NH2:1][C:2]1[O:3][CH2:4][C@:5]2([N:28]=1)[C@H:18]1[C@@:13]([CH3:20])([CH2:14][CH2:15][CH:16]([OH:19])[CH2:17]1)[O:12][C:11]1[C:6]2=[CH:7][C:8]([C:21]2[CH:22]=[N:23][CH:24]=[C:25]([Cl:27])[CH:26]=2)=[CH:9][CH:10]=1, predict the reactants needed to synthesize it. The reactants are: [NH2:1][C:2]1[O:3][CH2:4][C@:5]2([N:28]=1)[C@H:18]1[C@@:13]([CH3:20])([CH2:14][CH2:15][C:16](=[O:19])[CH2:17]1)[O:12][C:11]1[C:6]2=[CH:7][C:8]([C:21]2[CH:22]=[N:23][CH:24]=[C:25]([Cl:27])[CH:26]=2)=[CH:9][CH:10]=1.CC(O)C.[BH4-].[Na+]. (3) Given the product [C@@H:22]([O:26][C:27]1[CH:28]=[C:29]([CH:34]=[C:35]([N:37]2[CH2:41][CH2:40][CH2:39][C:38]2=[O:42])[CH:36]=1)[C:30]([OH:32])=[O:31])([CH2:24][CH3:25])[CH3:23], predict the reactants needed to synthesize it. The reactants are: O=C1CCCN1C1C=C(C=C(N2CCCC2=O)C=1)C(O)=O.[C@@H:22]([O:26][C:27]1[CH:28]=[C:29]([CH:34]=[C:35]([N:37]2[CH2:41][CH2:40][CH2:39][C:38]2=[O:42])[CH:36]=1)[C:30]([O:32]C)=[O:31])([CH2:24][CH3:25])[CH3:23]. (4) Given the product [Br:16][C:17]1[C:22]2[N:23]=[C:24]([N:12]3[CH2:13][CH2:14][N:9]([C:3]4[C:2]([Cl:1])=[CH:7][C:6]([Cl:8])=[CH:5][N:4]=4)[CH2:10][C@H:11]3[CH3:15])[NH:25][C:21]=2[CH:20]=[C:19]([C:27]([F:30])([F:29])[F:28])[CH:18]=1, predict the reactants needed to synthesize it. The reactants are: [Cl:1][C:2]1[C:3]([N:9]2[CH2:14][CH2:13][NH:12][C@H:11]([CH3:15])[CH2:10]2)=[N:4][CH:5]=[C:6]([Cl:8])[CH:7]=1.[Br:16][C:17]1[C:22]2[NH:23][C:24](Cl)=[N:25][C:21]=2[CH:20]=[C:19]([C:27]([F:30])([F:29])[F:28])[CH:18]=1. (5) The reactants are: [C:1]([OH:5])(C)([CH3:3])[CH3:2].[CH2:6]([C:8]1[CH:9]=[CH:10]C(C=C)=[N:12][CH:13]=1)[CH3:7].BrN1C(=O)CCC1=O.[OH-].[Na+]. Given the product [CH2:9]([C:8]1[CH:6]=[CH:7][C:2]([CH:1]2[CH2:3][O:5]2)=[N:12][CH:13]=1)[CH3:10], predict the reactants needed to synthesize it. (6) Given the product [F:19][C:9]1[CH:10]=[C:11]([C:12]2[CH:17]=[CH:16][CH:15]=[CH:14][C:13]=2[CH3:18])[C:5]2[O:4][C@@H:3]([CH2:2][NH:21][CH3:20])[CH2:7][C:6]=2[CH:8]=1, predict the reactants needed to synthesize it. The reactants are: Br[CH2:2][CH:3]1[CH2:7][C:6]2[CH:8]=[C:9]([F:19])[CH:10]=[C:11]([C:12]3[CH:17]=[CH:16][CH:15]=[CH:14][C:13]=3[CH3:18])[C:5]=2[O:4]1.[CH3:20][NH2:21].CO.